Dataset: Forward reaction prediction with 1.9M reactions from USPTO patents (1976-2016). Task: Predict the product of the given reaction. (1) The product is: [Br:15][CH:9]([C:3]1[CH:4]=[CH:5][C:6]([F:8])=[CH:7][C:2]=1[F:1])[C:10]([CH:12]1[CH2:14][CH2:13]1)=[O:11]. Given the reactants [F:1][C:2]1[CH:7]=[C:6]([F:8])[CH:5]=[CH:4][C:3]=1[CH2:9][C:10]([CH:12]1[CH2:14][CH2:13]1)=[O:11].[Br:15]N1C(=O)CCC1=O.C(OOC(=O)C1C=CC=CC=1)(=O)C1C=CC=CC=1, predict the reaction product. (2) The product is: [O:1]1[C:5]2([CH2:10][CH2:9][CH:8]([N:13]3[CH2:14][CH2:15][CH2:16][CH2:17][O:12]3)[CH2:7][CH2:6]2)[O:4][CH2:3][CH2:2]1. Given the reactants [O:1]1[C:5]2([CH2:10][CH2:9][C:8](=O)[CH2:7][CH2:6]2)[O:4][CH2:3][CH2:2]1.[O:12]1[CH2:17][CH2:16][CH2:15][CH2:14][NH:13]1.C(O[BH-](OC(=O)C)OC(=O)C)(=O)C.[Na+], predict the reaction product. (3) The product is: [CH3:33][CH:34]([CH3:66])[C@H:35]([N:40]1[CH2:48][C:47]2[C:42](=[CH:43][C:44]([C:49]3[CH:54]=[CH:53][C:52]([NH:55][C:56](=[O:64])[CH2:57][C:58]4[CH:59]=[CH:60][CH:61]=[CH:62][CH:63]=4)=[CH:51][CH:50]=3)=[CH:45][CH:46]=2)[C:41]1=[O:65])[C:36]([OH:38])=[O:37]. Given the reactants C(NC1C=CC(C2C=C3C(CN([C@@H](C(C)C)C(O)=O)C3=O)=CC=2)=CC=1)(=O)C1C=CC=CC=1.[CH3:33][CH:34]([CH3:66])[C@H:35]([N:40]1[CH2:48][C:47]2[C:42](=[CH:43][C:44]([C:49]3[CH:54]=[CH:53][C:52]([NH:55][C:56](=[O:64])[CH2:57][C:58]4[CH:63]=[CH:62][CH:61]=[CH:60][CH:59]=4)=[CH:51][CH:50]=3)=[CH:45][CH:46]=2)[C:41]1=[O:65])[C:36]([O:38]C)=[O:37], predict the reaction product. (4) Given the reactants [C:1]([O:5][C:6](=[O:16])[NH:7][CH:8]1[CH2:13][CH:12]([OH:14])[CH2:11][NH:10][C:9]1=[O:15])([CH3:4])([CH3:3])[CH3:2].[C:17]([Si:21]([CH3:24])([CH3:23])Cl)([CH3:20])([CH3:19])[CH3:18].N1C=CN=C1, predict the reaction product. The product is: [C:1]([O:5][C:6](=[O:16])[NH:7][CH:8]1[CH2:13][CH:12]([O:14][Si:21]([C:17]([CH3:20])([CH3:19])[CH3:18])([CH3:24])[CH3:23])[CH2:11][NH:10][C:9]1=[O:15])([CH3:4])([CH3:2])[CH3:3]. (5) Given the reactants [C:1]([O:5][C:6]([NH:8][CH2:9][C:10](=O)[CH2:11][C:12]([O:14][CH2:15][CH3:16])=[O:13])=[O:7])([CH3:4])([CH3:3])[CH3:2].[NH2:18][C:19]1[CH:26]=[CH:25][CH:24]=[C:23]([F:27])[C:20]=1[CH:21]=O.O.O.O.O.O.O.O.[Cl-].[Ce+3].[Cl-].[Cl-], predict the reaction product. The product is: [C:1]([O:5][C:6]([NH:8][CH2:9][C:10]1[C:11]([C:12]([O:14][CH2:15][CH3:16])=[O:13])=[CH:21][C:20]2[C:19](=[CH:26][CH:25]=[CH:24][C:23]=2[F:27])[N:18]=1)=[O:7])([CH3:4])([CH3:3])[CH3:2]. (6) The product is: [C:1]1([C:7]2[CH:8]=[CH:9][C:10]3[N:11]([C:26]4[CH:33]=[CH:32][CH:31]=[C:28]([C:29]5[N:34]=[N:35][NH:36][N:30]=5)[CH:27]=4)[C:12]4[C:17]([C:18]=3[CH:19]=2)=[CH:16][C:15]([C:20]2[CH:25]=[CH:24][CH:23]=[CH:22][CH:21]=2)=[CH:14][CH:13]=4)[CH:2]=[CH:3][CH:4]=[CH:5][CH:6]=1. Given the reactants [C:1]1([C:7]2[CH:8]=[CH:9][C:10]3[N:11]([C:26]4[CH:27]=[C:28]([CH:31]=[CH:32][CH:33]=4)[C:29]#[N:30])[C:12]4[C:17]([C:18]=3[CH:19]=2)=[CH:16][C:15]([C:20]2[CH:25]=[CH:24][CH:23]=[CH:22][CH:21]=2)=[CH:14][CH:13]=4)[CH:6]=[CH:5][CH:4]=[CH:3][CH:2]=1.[N-:34]=[N+:35]=[N-:36].[Na+].[Cl-].[NH4+].Cl, predict the reaction product. (7) The product is: [C:1]([C:5]1[CH:6]=[CH:7][C:8]([N:11]2[CH2:24][CH2:23][C:13]3([CH2:22][CH2:21][C:16](=[O:17])[CH2:15][CH2:14]3)[C:12]2=[O:25])=[CH:9][CH:10]=1)([CH3:4])([CH3:2])[CH3:3]. Given the reactants [C:1]([C:5]1[CH:10]=[CH:9][C:8]([N:11]2[CH2:24][CH2:23][C:13]3([CH2:22][CH2:21][C:16]4(OCC[O:17]4)[CH2:15][CH2:14]3)[C:12]2=[O:25])=[CH:7][CH:6]=1)([CH3:4])([CH3:3])[CH3:2].Cl, predict the reaction product. (8) Given the reactants Cl[C:2]1[N:7]=[C:6]([C:8]2[C:9]([C:13]3[CH:18]=[CH:17][C:16]([F:19])=[CH:15][CH:14]=3)=[N:10][NH:11][CH:12]=2)[CH:5]=[CH:4][N:3]=1, predict the reaction product. The product is: [F:19][C:16]1[CH:17]=[CH:18][C:13]([C:9]2[C:8]([C:6]3[CH:5]=[CH:4][N:3]=[C:2]([NH:10][CH2:9][C:13]4[CH:18]=[CH:17][CH:16]=[CH:15][CH:14]=4)[N:7]=3)=[CH:12][NH:11][N:10]=2)=[CH:14][CH:15]=1.